This data is from Full USPTO retrosynthesis dataset with 1.9M reactions from patents (1976-2016). The task is: Predict the reactants needed to synthesize the given product. (1) The reactants are: [F:1][C:2]1[CH:16]=[C:15]([F:17])[CH:14]=[CH:13][C:3]=1[CH2:4][O:5][C:6]1[CH:11]=[CH:10][N+:9]([O-])=[CH:8][CH:7]=1.C(OC(=O)C)(=[O:20])C. Given the product [F:1][C:2]1[CH:16]=[C:15]([F:17])[CH:14]=[CH:13][C:3]=1[CH2:4][O:5][C:6]1[CH:11]=[CH:10][NH:9][C:8](=[O:20])[CH:7]=1, predict the reactants needed to synthesize it. (2) Given the product [C:14]1([C:2]2[S:6][C:5]3[CH2:7][CH2:8][CH2:9][C:4]=3[C:3]=2[C:10]([O:12][CH3:13])=[O:11])[CH:19]=[CH:18][CH:17]=[CH:16][CH:15]=1, predict the reactants needed to synthesize it. The reactants are: Br[C:2]1[S:6][C:5]2[CH2:7][CH2:8][CH2:9][C:4]=2[C:3]=1[C:10]([O:12][CH3:13])=[O:11].[C:14]1(B(O)O)[CH:19]=[CH:18][CH:17]=[CH:16][CH:15]=1.C([O-])([O-])=O.[Na+].[Na+].O. (3) The reactants are: [F:1][C:2]1[CH:8]=[C:7]([C:9]2[CH:14]=[CH:13][N:12]=[C:11]([CH3:15])[CH:10]=2)[C:6]([CH3:16])=[CH:5][C:3]=1N.N(OCCC(C)C)=O.C(I)[I:26]. Given the product [F:1][C:2]1[C:3]([I:26])=[CH:5][C:6]([CH3:16])=[C:7]([C:9]2[CH:14]=[CH:13][N:12]=[C:11]([CH3:15])[CH:10]=2)[CH:8]=1, predict the reactants needed to synthesize it. (4) Given the product [CH3:1][C:2]1[S:6][C:5]([C:7]([OH:9])=[O:8])=[CH:4][C:3]=1[C:11]1[N:15]([CH3:16])[N:14]=[CH:13][CH:12]=1, predict the reactants needed to synthesize it. The reactants are: [CH3:1][C:2]1[S:6][C:5]([C:7]([O:9]C)=[O:8])=[CH:4][C:3]=1[C:11]1[N:15]([CH3:16])[N:14]=[CH:13][CH:12]=1.[OH-].[Na+].Cl. (5) Given the product [CH3:56][O:74][C:42]([C:16]1[CH:17]=[CH:18][C:4]2[C@:3]3([CH2:1][CH3:2])[CH2:13][CH2:12][C:11](=[O:14])[CH2:10][C@@H:9]3[CH2:8][CH2:7][CH2:6][C:5]=2[CH:15]=1)=[O:45].[CH3:56][O:74][C:16]([C:42]1[CH:43]=[CH:44][C:30]2[C@@:29]3([CH2:27][CH3:28])[CH2:39][CH2:38][C:37](=[O:40])[CH2:36][C@H:35]3[CH2:34][CH2:33][CH2:32][C:31]=2[CH:41]=1)=[O:19], predict the reactants needed to synthesize it. The reactants are: [CH2:1]([C@@:3]12[CH2:13][CH2:12][C:11](=[O:14])[CH2:10][C@@H:9]1[CH2:8][CH2:7][CH2:6][C:5]1[CH:15]=[C:16]([O:19]S(C(F)(F)F)(=O)=O)[CH:17]=[CH:18][C:4]2=1)[CH3:2].[CH2:27]([C@:29]12[CH2:39][CH2:38][C:37](=[O:40])[CH2:36][C@H:35]1[CH2:34][CH2:33][CH2:32][C:31]1[CH:41]=[C:42]([O:45]S(C(F)(F)F)(=O)=O)[CH:43]=[CH:44][C:30]2=1)[CH3:28].CC1(C)C2C(=C(P(C3C=CC=CC=3)C3C=CC=CC=3)C=CC=2)[O:74][C:56]2C(P(C3C=CC=CC=3)C3C=CC=CC=3)=CC=CC1=2.CO.